Dataset: Full USPTO retrosynthesis dataset with 1.9M reactions from patents (1976-2016). Task: Predict the reactants needed to synthesize the given product. (1) Given the product [CH3:1][O:2][C:3]1[CH:4]=[C:5]([C:10]([C@@H:12]2[C@:21]3([CH3:22])[C@H:16]([C:17]([CH3:24])([CH3:23])[CH2:18][CH2:19][CH2:20]3)[CH2:15][CH:14]([NH:27][CH2:28][CH2:29][CH2:30][NH:31][C:32](=[O:38])[O:33][C:34]([CH3:35])([CH3:37])[CH3:36])[C@H:13]2[CH3:26])=[O:11])[CH:6]=[C:7]([CH3:9])[CH:8]=1, predict the reactants needed to synthesize it. The reactants are: [CH3:1][O:2][C:3]1[CH:4]=[C:5]([C:10]([C@@H:12]2[C@:21]3([CH3:22])[C@H:16]([C:17]([CH3:24])([CH3:23])[CH2:18][CH2:19][CH2:20]3)[CH2:15][C:14](=O)[C@@H:13]2[CH3:26])=[O:11])[CH:6]=[C:7]([CH3:9])[CH:8]=1.[NH2:27][CH2:28][CH2:29][CH2:30][NH:31][C:32](=[O:38])[O:33][C:34]([CH3:37])([CH3:36])[CH3:35].CC(O)=O.[BH-](OC(C)=O)(OC(C)=O)OC(C)=O.[Na+]. (2) Given the product [CH3:24][O:23][C:20]1[CH:21]=[CH:22][C:17]([CH2:16][CH:4]2[CH2:5][CH2:6][O:1][CH2:2][C:3]2=[O:7])=[CH:18][CH:19]=1, predict the reactants needed to synthesize it. The reactants are: [O:1]1[CH2:6][CH2:5][CH:4]=[C:3]([O:7][Si](C)(C)C)[CH2:2]1.C(O[CH2:16][C:17]1[CH:22]=[CH:21][C:20]([O:23][CH3:24])=[CH:19][CH:18]=1)(=O)C. (3) Given the product [NH2:41][C:40]1[C:34]2[C:35](=[N:36][CH:37]=[C:32]([C:29]3[CH:28]=[CH:27][C:26]([CH2:25][NH:24][C:2]4[C:11]5[C:10](=[O:12])[N:9]([CH2:13][C:14]6[CH:19]=[CH:18][C:17]([F:20])=[C:16]([F:21])[CH:15]=6)[CH:8]=[N:7][C:6]=5[CH:5]=[CH:4][N:3]=4)=[CH:31][CH:30]=3)[CH:33]=2)[NH:38][N:39]=1, predict the reactants needed to synthesize it. The reactants are: Cl[C:2]1[C:11]2[C:10](=[O:12])[N:9]([CH2:13][C:14]3[CH:19]=[CH:18][C:17]([F:20])=[C:16]([F:21])[CH:15]=3)[CH:8]=[N:7][C:6]=2[CH:5]=[CH:4][N:3]=1.Cl.Cl.[NH2:24][CH2:25][C:26]1[CH:31]=[CH:30][C:29]([C:32]2[CH:33]=[C:34]3[C:40]([NH2:41])=[N:39][NH:38][C:35]3=[N:36][CH:37]=2)=[CH:28][CH:27]=1.CS(C)=O.C(N(CC)CC)C. (4) Given the product [Cl:18][C:16]1[CH:17]=[C:12]([NH:10][C:2]2[CH:3]=[C:4]3[CH2:5][O:6][CH2:7][CH2:8][N:9]3[N:1]=2)[C:13](=[O:20])[N:14]([CH3:19])[N:15]=1, predict the reactants needed to synthesize it. The reactants are: [N:1]1[N:9]2[C:4]([CH2:5][O:6][CH2:7][CH2:8]2)=[CH:3][C:2]=1[NH2:10].Br[C:12]1[C:13](=[O:20])[N:14]([CH3:19])[N:15]=[C:16]([Cl:18])[CH:17]=1.C([O-])([O-])=O.[Cs+].[Cs+]. (5) Given the product [C:19]1([CH:14]([C:8]2[CH:9]=[CH:10][CH:11]=[CH:12][CH:13]=2)[CH2:15][C:16]([N:4]2[CH2:5][CH2:6][NH:1][C:2](=[O:7])[CH2:3]2)=[O:17])[CH:20]=[CH:21][CH:22]=[CH:23][CH:24]=1, predict the reactants needed to synthesize it. The reactants are: [NH:1]1[CH2:6][CH2:5][NH:4][CH2:3][C:2]1=[O:7].[C:8]1([CH:14]([C:19]2[CH:24]=[CH:23][CH:22]=[CH:21][CH:20]=2)[CH2:15][C:16](O)=[O:17])[CH:13]=[CH:12][CH:11]=[CH:10][CH:9]=1.C(Cl)CCl. (6) Given the product [CH3:1][O:2][C:3]1[CH:4]=[C:5]([C:17]2[CH:22]=[CH:21][CH:20]=[C:19]([CH2:23][O:24][C:25]3[CH:26]=[CH:27][C:28]([C:31]4([CH2:35][C:36]([OH:38])=[O:37])[CH2:32][O:33][CH2:34]4)=[CH:29][CH:30]=3)[CH:18]=2)[CH:6]=[CH:7][C:8]=1[O:9][CH2:10][CH2:11][CH2:12][S:13]([CH3:16])(=[O:15])=[O:14], predict the reactants needed to synthesize it. The reactants are: [CH3:1][O:2][C:3]1[CH:4]=[C:5]([C:17]2[CH:22]=[CH:21][CH:20]=[C:19]([CH2:23][O:24][C:25]3[CH:30]=[CH:29][C:28]([C:31]4([CH2:35][C:36]([O:38]CC)=[O:37])[CH2:34][O:33][CH2:32]4)=[CH:27][CH:26]=3)[CH:18]=2)[CH:6]=[CH:7][C:8]=1[O:9][CH2:10][CH2:11][CH2:12][S:13]([CH3:16])(=[O:15])=[O:14]. (7) Given the product [Cl:1][C:2]1[CH:3]=[CH:4][C:5]([N:8]([CH3:37])[C:9]2[CH:10]=[CH:11][C:12]([C:15]([C:17]3[CH:18]=[CH:19][C:20]([C:26](=[O:36])[C:27]4[CH:32]=[CH:31][CH:30]=[C:29]([CH:33]=[O:38])[CH:28]=4)=[C:21]([CH:25]=3)[C:22]([OH:24])=[O:23])=[O:16])=[N:13][CH:14]=2)=[CH:6][CH:7]=1, predict the reactants needed to synthesize it. The reactants are: [Cl:1][C:2]1[CH:7]=[CH:6][C:5]([N:8]([CH3:37])[C:9]2[CH:10]=[CH:11][C:12]([C:15]([C:17]3[CH:18]=[CH:19][C:20]([C:26](=[O:36])[C:27]4[CH:32]=[CH:31][CH:30]=[C:29]([CH:33](Cl)Cl)[CH:28]=4)=[C:21]([CH:25]=3)[C:22]([OH:24])=[O:23])=[O:16])=[N:13][CH:14]=2)=[CH:4][CH:3]=1.[OH-:38].[Na+].Cl.CNC.Cl.